Regression. Given two drug SMILES strings and cell line genomic features, predict the synergy score measuring deviation from expected non-interaction effect. From a dataset of NCI-60 drug combinations with 297,098 pairs across 59 cell lines. (1) Drug 1: CNC(=O)C1=CC=CC=C1SC2=CC3=C(C=C2)C(=NN3)C=CC4=CC=CC=N4. Drug 2: C1CN1P(=S)(N2CC2)N3CC3. Cell line: UO-31. Synergy scores: CSS=1.22, Synergy_ZIP=-2.02, Synergy_Bliss=-2.01, Synergy_Loewe=-3.31, Synergy_HSA=-2.48. (2) Drug 1: CC1=C2C(C(=O)C3(C(CC4C(C3C(C(C2(C)C)(CC1OC(=O)C(C(C5=CC=CC=C5)NC(=O)OC(C)(C)C)O)O)OC(=O)C6=CC=CC=C6)(CO4)OC(=O)C)OC)C)OC. Drug 2: C1CCN(CC1)CCOC2=CC=C(C=C2)C(=O)C3=C(SC4=C3C=CC(=C4)O)C5=CC=C(C=C5)O. Cell line: SK-OV-3. Synergy scores: CSS=45.1, Synergy_ZIP=5.53, Synergy_Bliss=6.43, Synergy_Loewe=-7.73, Synergy_HSA=6.50.